Dataset: Catalyst prediction with 721,799 reactions and 888 catalyst types from USPTO. Task: Predict which catalyst facilitates the given reaction. (1) Reactant: [C:1]([O:5][C:6]([N:8]([CH:25]1[CH2:30][CH2:29][O:28][CH2:27][CH2:26]1)[CH2:9][CH2:10][N:11]1[C:15]([C:16]2[CH:21]=[CH:20][CH:19]=[CH:18][CH:17]=2)=[C:14]([C:22](O)=[O:23])[N:13]=[CH:12]1)=[O:7])([CH3:4])([CH3:3])[CH3:2].[CH2:31]([N:38]1[CH2:43][CH2:42][NH:41][C@H:40]([CH2:44][C:45]2[CH:50]=[CH:49][CH:48]=[CH:47][CH:46]=2)[CH2:39]1)[C:32]1[CH:37]=[CH:36][CH:35]=[CH:34][CH:33]=1.CCN=C=NCCCN(C)C.Cl.C1C=CC2N(O)N=NC=2C=1.C(=O)(O)[O-].[Na+]. Product: [CH2:44]([C@@H:40]1[CH2:39][N:38]([CH2:31][C:32]2[CH:37]=[CH:36][CH:35]=[CH:34][CH:33]=2)[CH2:43][CH2:42][N:41]1[C:22]([C:14]1[N:13]=[CH:12][N:11]([CH2:10][CH2:9][N:8]([CH:25]2[CH2:26][CH2:27][O:28][CH2:29][CH2:30]2)[C:6](=[O:7])[O:5][C:1]([CH3:3])([CH3:4])[CH3:2])[C:15]=1[C:16]1[CH:17]=[CH:18][CH:19]=[CH:20][CH:21]=1)=[O:23])[C:45]1[CH:46]=[CH:47][CH:48]=[CH:49][CH:50]=1. The catalyst class is: 3. (2) Reactant: Cl[C:2]1[CH:7]=[CH:6][C:5]([N+:8]([O-:10])=[O:9])=[CH:4][N:3]=1.[CH:11]([O:14][Na])([CH3:13])[CH3:12]. Product: [O:14]([C:2]1[CH:7]=[CH:6][C:5]([N+:8]([O-:10])=[O:9])=[CH:4][N:3]=1)[CH:11]([CH3:13])[CH3:12]. The catalyst class is: 41. (3) Reactant: [OH:1][CH2:2][CH2:3][CH2:4][O:5][CH2:6][C:7]([O:9][CH2:10][CH3:11])=[O:8].C(N(CC)CC)C.[CH3:19][C:20]1[CH:25]=[CH:24][C:23]([S:26](Cl)(=[O:28])=[O:27])=[CH:22][CH:21]=1. Product: [CH3:19][C:20]1[CH:25]=[CH:24][C:23]([S:26]([O:1][CH2:2][CH2:3][CH2:4][O:5][CH2:6][C:7]([O:9][CH2:10][CH3:11])=[O:8])(=[O:28])=[O:27])=[CH:22][CH:21]=1. The catalyst class is: 2. (4) The catalyst class is: 1. Product: [Cl:1][C:2]1[CH:11]=[C:10]2[C:5]([C:6]([N:12]3[CH2:17][CH2:16][N:15]([C:27]([NH:26][C:23]4[CH:24]=[CH:25][C:20]([O:19][CH3:18])=[CH:21][CH:22]=4)=[O:28])[CH2:14][CH2:13]3)=[CH:7][CH:8]=[N:9]2)=[CH:4][CH:3]=1. Reactant: [Cl:1][C:2]1[CH:11]=[C:10]2[C:5]([C:6]([N:12]3[CH2:17][CH2:16][NH:15][CH2:14][CH2:13]3)=[CH:7][CH:8]=[N:9]2)=[CH:4][CH:3]=1.[CH3:18][O:19][C:20]1[CH:25]=[CH:24][C:23]([N:26]=[C:27]=[O:28])=[CH:22][CH:21]=1. (5) Product: [O:8]=[C:6]([C:5]1[S:1][CH:2]=[N:3][CH:4]=1)[CH2:24][C:23]([O:26][C:27]([CH3:30])([CH3:29])[CH3:28])=[O:25]. The catalyst class is: 36. Reactant: [S:1]1[C:5]([C:6]([OH:8])=O)=[CH:4][N:3]=[CH:2]1.C1N=CN(C(N2C=NC=C2)=O)C=1.[O-2].[Ba+2].[C:23]([O:26][C:27]([CH3:30])([CH3:29])[CH3:28])(=[O:25])[CH3:24].C(O)(=O)CC(CC(O)=O)(C(O)=O)O. (6) Reactant: [Br:1][C:2]1[CH:8]=[CH:7][C:5]([NH2:6])=[C:4]([CH3:9])[CH:3]=1.C(=O)([O-])O.[Na+].[C:15](Cl)(Cl)=[S:16]. Product: [Br:1][C:2]1[CH:8]=[CH:7][C:5]([N:6]=[C:15]=[S:16])=[C:4]([CH3:9])[CH:3]=1. The catalyst class is: 7. (7) Reactant: O.[ClH:2].Cl.Cl.Cl.[NH2:6][CH:7]([CH:38]([CH3:40])[CH3:39])[CH2:8][N:9]1[CH2:14][CH2:13][CH:12]([NH:15][C:16]2[N:20]([CH2:21][C:22]3[C:31]([O:32]C)=[CH:30][C:29]4[CH2:28][CH2:27][CH2:26][CH2:25][C:24]=4[N:23]=3)[C:19]3[CH:34]=[CH:35][CH:36]=[CH:37][C:18]=3[N:17]=2)[CH2:11][CH2:10]1.C([O-])([O-])=O.[K+].[K+].BrB(Br)Br.[NH4+].[OH-]. Product: [OH2:32].[ClH:2].[ClH:2].[ClH:2].[ClH:2].[NH2:6][CH:7]([CH:38]([CH3:40])[CH3:39])[CH2:8][N:9]1[CH2:14][CH2:13][CH:12]([NH:15][C:16]2[N:20]([CH2:21][C:22]3[C:31]([OH:32])=[CH:30][C:29]4[CH2:28][CH2:27][CH2:26][CH2:25][C:24]=4[N:23]=3)[C:19]3[CH:34]=[CH:35][CH:36]=[CH:37][C:18]=3[N:17]=2)[CH2:11][CH2:10]1. The catalyst class is: 4. (8) Reactant: [CH2:1]1[C:9]2[C:4](=[CH:5][C:6]([O:10][S:11]([C:14]([F:17])([F:16])[F:15])(=[O:13])=[O:12])=[CH:7][CH:8]=2)[CH2:3][CH2:2]1.C(N(CC)CC)C. Product: [CH2:1]1[C:9]2[C:4](=[CH:5][C:6]([OH:10])=[CH:7][CH:8]=2)[CH2:3][CH2:2]1.[F:15][C:14]([F:17])([F:16])[S:11]([O:10][S:11]([C:14]([F:17])([F:16])[F:15])(=[O:12])=[O:10])(=[O:13])=[O:12]. The catalyst class is: 79.